From a dataset of TCR-epitope binding with 47,182 pairs between 192 epitopes and 23,139 TCRs. Binary Classification. Given a T-cell receptor sequence (or CDR3 region) and an epitope sequence, predict whether binding occurs between them. (1) The epitope is LVLSVNPYV. The TCR CDR3 sequence is CASPRGSTDTQYF. Result: 0 (the TCR does not bind to the epitope). (2) The epitope is SLYNTVATL. The TCR CDR3 sequence is CASSLGNRDHIQYF. Result: 0 (the TCR does not bind to the epitope).